From a dataset of NCI-60 drug combinations with 297,098 pairs across 59 cell lines. Regression. Given two drug SMILES strings and cell line genomic features, predict the synergy score measuring deviation from expected non-interaction effect. (1) Drug 1: CN1CCC(CC1)COC2=C(C=C3C(=C2)N=CN=C3NC4=C(C=C(C=C4)Br)F)OC. Drug 2: C1C(C(OC1N2C=NC3=C(N=C(N=C32)Cl)N)CO)O. Cell line: NCI-H226. Synergy scores: CSS=-2.93, Synergy_ZIP=-1.25, Synergy_Bliss=-5.29, Synergy_Loewe=-6.59, Synergy_HSA=-6.51. (2) Cell line: T-47D. Drug 2: C1CNP(=O)(OC1)N(CCCl)CCCl. Drug 1: CC1=C(C=C(C=C1)NC2=NC=CC(=N2)N(C)C3=CC4=NN(C(=C4C=C3)C)C)S(=O)(=O)N.Cl. Synergy scores: CSS=3.31, Synergy_ZIP=-0.967, Synergy_Bliss=-1.13, Synergy_Loewe=-1.01, Synergy_HSA=-0.948. (3) Drug 1: CCC(=C(C1=CC=CC=C1)C2=CC=C(C=C2)OCCN(C)C)C3=CC=CC=C3.C(C(=O)O)C(CC(=O)O)(C(=O)O)O. Cell line: PC-3. Drug 2: C1CN(CCN1C(=O)CCBr)C(=O)CCBr. Synergy scores: CSS=16.8, Synergy_ZIP=-5.36, Synergy_Bliss=0.327, Synergy_Loewe=1.01, Synergy_HSA=2.07. (4) Drug 1: CCCS(=O)(=O)NC1=C(C(=C(C=C1)F)C(=O)C2=CNC3=C2C=C(C=N3)C4=CC=C(C=C4)Cl)F. Drug 2: C1CCN(CC1)CCOC2=CC=C(C=C2)C(=O)C3=C(SC4=C3C=CC(=C4)O)C5=CC=C(C=C5)O. Cell line: SNB-19. Synergy scores: CSS=5.38, Synergy_ZIP=3.12, Synergy_Bliss=6.68, Synergy_Loewe=3.75, Synergy_HSA=3.67. (5) Drug 1: C1=C(C(=O)NC(=O)N1)N(CCCl)CCCl. Drug 2: CN1C(=O)N2C=NC(=C2N=N1)C(=O)N. Cell line: NCI-H522. Synergy scores: CSS=25.3, Synergy_ZIP=-4.96, Synergy_Bliss=4.84, Synergy_Loewe=-7.06, Synergy_HSA=0.431.